From a dataset of Reaction yield outcomes from USPTO patents with 853,638 reactions. Predict the reaction yield, written as a fraction of the theoretical maximum amount of product (1.0 means a 100% yield; for example, 0.34 means a 34% yield). (1) The reactants are [CH:1]1([NH:4][C:5]([C:7]2[C:15]3[C:10](=[N:11][C:12]([NH2:16])=[CH:13][CH:14]=3)[N:9]([C:17]([CH3:20])([CH3:19])[CH3:18])[N:8]=2)=[O:6])[CH2:3][CH2:2]1.[C:21]1([CH3:30])[CH:26]=[CH:25][C:24]([C:27](Cl)=[O:28])=[CH:23][CH:22]=1. The catalyst is N1C=CC=CC=1. The product is [CH:1]1([NH:4][C:5]([C:7]2[C:15]3[C:10](=[N:11][C:12]([NH:16][C:27](=[O:28])[C:24]4[CH:25]=[CH:26][C:21]([CH3:30])=[CH:22][CH:23]=4)=[CH:13][CH:14]=3)[N:9]([C:17]([CH3:20])([CH3:19])[CH3:18])[N:8]=2)=[O:6])[CH2:2][CH2:3]1. The yield is 0.380. (2) The reactants are [NH2:1]/[C:2](=[N:28]\[OH:29])/[CH2:3][CH2:4][CH2:5][C:6]1[N:10]([C:11]2[CH:16]=[CH:15][C:14]([C:17]([NH:19][CH2:20][CH3:21])=[O:18])=[CH:13][CH:12]=2)[N:9]=[N:8][C:7]=1[C:22]([NH:24][CH:25]1[CH2:27][CH2:26]1)=[O:23].[C:30](N1C=CN=C1)(N1C=CN=C1)=[O:31].C1CCN2C(=NCCC2)CC1. The catalyst is C1COCC1. The product is [CH:25]1([NH:24][C:22]([C:7]2[N:8]=[N:9][N:10]([C:11]3[CH:12]=[CH:13][C:14]([C:17]([NH:19][CH2:20][CH3:21])=[O:18])=[CH:15][CH:16]=3)[C:6]=2[CH2:5][CH2:4][CH2:3][C:2]2[NH:1][C:30](=[O:31])[O:29][N:28]=2)=[O:23])[CH2:27][CH2:26]1. The yield is 0.590. (3) The reactants are [F:1][C:2]1[CH:10]=[CH:9][CH:8]=[CH:7][C:3]=1[C:4]([OH:6])=O.C(N1C=CN=C1)(N1C=CN=C1)=O.[Mg+].[C:24]([O:30][CH2:31][CH3:32])(=[O:29])[CH2:25]C([O-])=O.Cl. The catalyst is O1CCCC1.O.C(OCC)(=O)C. The product is [F:1][C:2]1[CH:10]=[CH:9][CH:8]=[CH:7][C:3]=1[C:4](=[O:6])[CH2:25][C:24]([O:30][CH2:31][CH3:32])=[O:29]. The yield is 0.840. (4) The reactants are [NH2:1][C@@H:2]([CH3:7])[C:3]([CH3:6])([OH:5])[CH3:4].F[C:9]1[C:10]([C:19]#[C:20][Si](C)(C)C)=[C:11]([C:17]#[N:18])[C:12](=[CH:15][CH:16]=1)[C:13]#[N:14].C([O-])([O-])=O.[K+].[K+].CN1C(=O)CCC1. The catalyst is O. The product is [OH:5][C:3]([CH3:6])([CH3:4])[C@@H:2]([N:1]1[C:9]2[C:10](=[C:11]([C:17]#[N:18])[C:12]([C:13]#[N:14])=[CH:15][CH:16]=2)[CH:19]=[CH:20]1)[CH3:7]. The yield is 0.500. (5) The reactants are [C:1]([C:5]1[CH:10]=[C:9]([SH:11])[CH:8]=[C:7]([C:12]([CH3:15])([CH3:14])[CH3:13])[C:6]=1[OH:16])([CH3:4])([CH3:3])[CH3:2].[C:17]1(=O)[CH2:23][CH2:22][CH2:21][CH2:20][CH2:19][CH2:18]1.Cl. The catalyst is CO. The product is [C:1]([C:5]1[CH:10]=[C:9]([S:11][C:17]2([S:11][C:9]3[CH:8]=[C:7]([C:12]([CH3:13])([CH3:14])[CH3:15])[C:6]([OH:16])=[C:5]([C:1]([CH3:4])([CH3:3])[CH3:2])[CH:10]=3)[CH2:23][CH2:22][CH2:21][CH2:20][CH2:19][CH2:18]2)[CH:8]=[C:7]([C:12]([CH3:15])([CH3:14])[CH3:13])[C:6]=1[OH:16])([CH3:4])([CH3:3])[CH3:2]. The yield is 0.760. (6) The reactants are [Br:1][C:2]1[CH:3]=[C:4]([SH:9])[CH:5]=[CH:6][C:7]=1[F:8].Cl[CH2:11][C:12](=[O:14])[CH3:13].C(=O)([O-])[O-].[K+].[K+]. The catalyst is CN(C=O)C. The product is [Br:1][C:2]1[CH:3]=[C:4]([S:9][CH2:11][C:12](=[O:14])[CH3:13])[CH:5]=[CH:6][C:7]=1[F:8]. The yield is 0.820. (7) The reactants are [Cl:1][C:2]1[CH:10]=[C:9]2[C:5]([CH:6]=[CH:7][NH:8]2)=[CH:4][CH:3]=1.[F:11][C:12]([F:23])([F:22])[C:13](O[C:13](=[O:14])[C:12]([F:23])([F:22])[F:11])=[O:14].O. The catalyst is O1CCCC1. The product is [Cl:1][C:2]1[CH:10]=[C:9]2[C:5]([C:6]([C:13](=[O:14])[C:12]([F:23])([F:22])[F:11])=[CH:7][NH:8]2)=[CH:4][CH:3]=1. The yield is 0.930.